This data is from Full USPTO retrosynthesis dataset with 1.9M reactions from patents (1976-2016). The task is: Predict the reactants needed to synthesize the given product. (1) Given the product [C:1]1(=[O:17])[CH2:12][CH2:11][CH2:10][CH2:9][CH2:8][CH2:7][CH2:6][CH2:5][CH2:4][CH2:3][CH2:2]1, predict the reactants needed to synthesize it. The reactants are: [CH2:1]1[CH2:12][CH2:11][CH2:10][CH2:9][CH2:8][CH2:7][CH2:6][CH2:5][CH2:4][CH2:3][CH2:2]1.C([O:17]N=O)(C)(C)C.ON1C(=O)C2=CC=CC=C2C1=O.C1(=NO)CCCCCCCCCCC1.N(C1CCCCCCCCCCC1)=O.[N+](C1CCCCCCCCCCC1)([O-])=O. (2) Given the product [CH3:1][N:2]([CH2:4][CH:5]([C:14]1([OH:20])[CH2:19][CH2:18][CH2:17][CH2:16][CH2:15]1)[C:6]1[CH:7]=[CH:8][C:9]([OH:12])=[CH:10][CH:11]=1)[CH3:3], predict the reactants needed to synthesize it. The reactants are: [CH3:1][N:2]([CH2:4][CH:5]([C:14]1([OH:20])[CH2:19][CH2:18][CH2:17][CH2:16][CH2:15]1)[C:6]1[CH:7]=[CH:8][C:9]([O:12]C)=[CH:10][CH:11]=1)[CH3:3].[C-]#N.[Na+].O.CC(C)=O. (3) Given the product [CH3:14][Si:13]([CH3:16])([CH3:15])[C:7]1[S:8][CH:9]=[CH:10][N:11]=1, predict the reactants needed to synthesize it. The reactants are: [Li]CCCC.Br[C:7]1[S:8][CH:9]=[CH:10][N:11]=1.Cl[Si:13]([CH3:16])([CH3:15])[CH3:14].C([O-])(O)=O.[Na+]. (4) Given the product [CH3:23][O:22][C:20]([C:18]1[CH:19]=[C:14]([N:11]2[CH2:12][CH2:13][N:8]([C:6]([O:5][C:1]([CH3:4])([CH3:3])[CH3:2])=[O:7])[CH2:9][CH2:10]2)[N:15]=[C:16]([C:36]2[CH:35]=[CH:34][N:33]=[C:32]([NH:31][CH:25]3[CH2:30][CH2:29][CH2:28][CH2:27][CH2:26]3)[CH:37]=2)[CH:17]=1)=[O:21], predict the reactants needed to synthesize it. The reactants are: [C:1]([O:5][C:6]([N:8]1[CH2:13][CH2:12][N:11]([C:14]2[CH:19]=[C:18]([C:20]([O:22][CH3:23])=[O:21])[CH:17]=[C:16](Cl)[N:15]=2)[CH2:10][CH2:9]1)=[O:7])([CH3:4])([CH3:3])[CH3:2].[CH:25]1([NH:31][C:32]2[CH:37]=[C:36]([Sn](C)(C)C)[CH:35]=[CH:34][N:33]=2)[CH2:30][CH2:29][CH2:28][CH2:27][CH2:26]1.[F-].[Cs+]. (5) Given the product [I:11][C:12]1[CH:13]=[CH:14][C:15]2[N:16]([C:10]([NH:9][C:2]([CH3:8])([CH3:1])[CH2:3][C:4]([CH3:7])([CH3:6])[CH3:5])=[CH:19][N:18]=2)[CH:17]=1, predict the reactants needed to synthesize it. The reactants are: [CH3:1][C:2]([N+:9]#[C-:10])([CH3:8])[CH2:3][C:4]([CH3:7])([CH3:6])[CH3:5].[I:11][C:12]1[CH:13]=[CH:14][C:15]([N:18]=[CH2:19])=[N:16][CH:17]=1. (6) Given the product [CH:1]1[C:10]2[CH2:9][CH2:8][CH2:7][CH2:6][C:5]=2[CH:4]=[CH:3][C:2]=1[O:11][C:12]1[CH:13]=[CH:14][C:15]([CH2:16][NH2:17])=[CH:18][CH:19]=1, predict the reactants needed to synthesize it. The reactants are: [CH:1]1[C:10]2[CH2:9][CH2:8][CH2:7][CH2:6][C:5]=2[CH:4]=[CH:3][C:2]=1[O:11][C:12]1[CH:19]=[CH:18][C:15]([C:16]#[N:17])=[CH:14][CH:13]=1.C1COCC1.[H-].[Al+3].[Li+].[H-].[H-].[H-].[OH-].[Na+].